Dataset: Full USPTO retrosynthesis dataset with 1.9M reactions from patents (1976-2016). Task: Predict the reactants needed to synthesize the given product. Given the product [CH3:1][O:2][C:3]1[C:8]([C:9]2[CH:18]=[CH:17][C:12]([C:13]([OH:15])=[O:14])=[CH:11][C:10]=2[CH3:19])=[CH:7][CH:6]=[CH:5][N:4]=1, predict the reactants needed to synthesize it. The reactants are: [CH3:1][O:2][C:3]1[C:8]([C:9]2[CH:18]=[CH:17][C:12]([C:13]([O:15]C)=[O:14])=[CH:11][C:10]=2[CH3:19])=[CH:7][CH:6]=[CH:5][N:4]=1.[OH-].[Na+].